This data is from Catalyst prediction with 721,799 reactions and 888 catalyst types from USPTO. The task is: Predict which catalyst facilitates the given reaction. (1) Reactant: Br[C:2]1[CH:3]=[C:4]2[C:9](=[CH:10][CH:11]=1)[C:8]([N+:12]([O-:14])=[O:13])=[C:7]([O:15][CH3:16])[CH:6]=[CH:5]2.[CH3:17][C:18]1(C)C(C)(C)OB(C=C)O1.[F-].[K+]. Product: [CH3:16][O:15][C:7]1[CH:6]=[CH:5][C:4]2[C:9](=[CH:10][CH:11]=[C:2]([CH:17]=[CH2:18])[CH:3]=2)[C:8]=1[N+:12]([O-:14])=[O:13]. The catalyst class is: 249. (2) Product: [Br:38][CH2:2][C:3]1[N:4]([CH:15]([CH3:17])[CH3:16])[C:5](=[O:14])[C:6]2[C:11]([CH:12]=1)=[CH:10][CH:9]=[CH:8][C:7]=2[CH3:13]. Reactant: O[CH2:2][C:3]1[N:4]([CH:15]([CH3:17])[CH3:16])[C:5](=[O:14])[C:6]2[C:11]([CH:12]=1)=[CH:10][CH:9]=[CH:8][C:7]=2[CH3:13].C1C=CC(P(C2C=CC=CC=2)C2C=CC=CC=2)=CC=1.C(Br)(Br)(Br)[Br:38]. The catalyst class is: 2. (3) Reactant: [CH3:1][N:2]1[C:6]([CH3:7])=[C:5](B2OC(C)(C)C(C)(C)O2)[C:4]([CH3:17])=[N:3]1.Br[C:19]1[C:27]2[C:22](=[CH:23][CH:24]=[C:25]([F:28])[CH:26]=2)[N:21]([CH2:29][CH2:30][CH2:31][O:32][C:33]2[C:42]3[C:37](=[CH:38][CH:39]=[CH:40][CH:41]=3)[CH:36]=[CH:35][CH:34]=2)[C:20]=1[C:43]([O:45]CC)=[O:44].C1(P(C2CCCCC2)C2C=CC=CC=2C2C(OC)=CC=CC=2OC)CCCCC1.[O-]P([O-])([O-])=O.[K+].[K+].[K+]. Product: [F:28][C:25]1[CH:26]=[C:27]2[C:22](=[CH:23][CH:24]=1)[N:21]([CH2:29][CH2:30][CH2:31][O:32][C:33]1[C:42]3[C:37](=[CH:38][CH:39]=[CH:40][CH:41]=3)[CH:36]=[CH:35][CH:34]=1)[C:20]([C:43]([OH:45])=[O:44])=[C:19]2[C:5]1[C:4]([CH3:17])=[N:3][N:2]([CH3:1])[C:6]=1[CH3:7]. The catalyst class is: 11. (4) Reactant: CN(C)C=O.[CH3:6][C:7]1[C:12]([CH3:13])=[C:11]([O:14][C:15]2[C:24]3[C:19](=[CH:20][C:21]([OH:27])=[C:22]([C:25]#[N:26])[CH:23]=3)[N:18]=[CH:17][CH:16]=2)[CH:10]=[CH:9][C:8]=1[NH:28][C:29]([NH:31][CH:32]1[CH2:34][CH2:33]1)=[O:30].CC1C=CC(S(O[CH2:46][C@@H:47]2[O:49][CH2:48]2)(=O)=O)=CC=1.C(=O)([O-])[O-].[K+].[K+]. Product: [C:25]([C:22]1[CH:23]=[C:24]2[C:19](=[CH:20][C:21]=1[O:27][CH2:46][C@H:47]1[CH2:48][O:49]1)[N:18]=[CH:17][CH:16]=[C:15]2[O:14][C:11]1[CH:10]=[CH:9][C:8]([NH:28][C:29]([NH:31][CH:32]2[CH2:33][CH2:34]2)=[O:30])=[C:7]([CH3:6])[C:12]=1[CH3:13])#[N:26]. The catalyst class is: 84. (5) Reactant: [CH2:1]([O:3][C:4]([C:6]1[C:7]([OH:26])=[C:8]2[C:16](Br)=[C:15](Br)[N:14]([C:19]3[CH:24]=[CH:23][C:22]([F:25])=[CH:21][CH:20]=3)[C:9]2=[C:10]([C:12]#[N:13])[N:11]=1)=[O:5])[CH3:2].C([O-])=O.[NH4+]. Product: [CH2:1]([O:3][C:4]([C:6]1[C:7]([OH:26])=[C:8]2[CH:16]=[CH:15][N:14]([C:19]3[CH:24]=[CH:23][C:22]([F:25])=[CH:21][CH:20]=3)[C:9]2=[C:10]([C:12]#[N:13])[N:11]=1)=[O:5])[CH3:2]. The catalyst class is: 45.